Predict the reaction yield, written as a fraction of the theoretical maximum amount of product (1.0 means a 100% yield; for example, 0.34 means a 34% yield). From a dataset of Reaction yield outcomes from USPTO patents with 853,638 reactions. (1) The reactants are [C:1]([C:3]1[CH:8]=[CH:7][C:6]([C:9]2[CH:14]=[C:13]([N:15]3[CH2:20][CH2:19][CH2:18][CH2:17][CH2:16]3)[N:12]=[C:11]([N:21](C)[C:22](=O)C)[N:10]=2)=[CH:5][C:4]=1F)#[N:2].O.[NH2:28][NH2:29]. The catalyst is CCO. The product is [CH3:22][NH:21][C:11]1[N:10]=[C:9]([C:6]2[CH:5]=[C:4]3[C:3]([C:1]([NH2:2])=[N:28][NH:29]3)=[CH:8][CH:7]=2)[CH:14]=[C:13]([N:15]2[CH2:20][CH2:19][CH2:18][CH2:17][CH2:16]2)[N:12]=1. The yield is 0.480. (2) The reactants are C[O:2][C:3](=[O:15])[CH2:4][CH2:5][N:6]1[CH:14]=[C:12]([CH3:13])[C:10](=[O:11])[NH:9][C:7]1=[O:8].Cl. The catalyst is [OH-].[Na+]. The product is [N:6]1([CH2:5][CH2:4][C:3]([OH:15])=[O:2])[CH:14]=[C:12]([CH3:13])[C:10](=[O:11])[NH:9][C:7]1=[O:8]. The yield is 0.710.